From a dataset of Catalyst prediction with 721,799 reactions and 888 catalyst types from USPTO. Predict which catalyst facilitates the given reaction. Reactant: [Cl:1][C:2]1[CH:7]=[CH:6][C:5]([N:8]2[CH:12]=[C:11]([C:13]([O:15]CC)=[O:14])[N:10]=[C:9]2[C:18]2[CH:23]=[CH:22][C:21]([Cl:24])=[CH:20][C:19]=2[Cl:25])=[CH:4][CH:3]=1.[Li+].[OH-]. Product: [Cl:1][C:2]1[CH:3]=[CH:4][C:5]([N:8]2[CH:12]=[C:11]([C:13]([OH:15])=[O:14])[N:10]=[C:9]2[C:18]2[CH:23]=[CH:22][C:21]([Cl:24])=[CH:20][C:19]=2[Cl:25])=[CH:6][CH:7]=1. The catalyst class is: 90.